From a dataset of Peptide-MHC class II binding affinity with 134,281 pairs from IEDB. Regression. Given a peptide amino acid sequence and an MHC pseudo amino acid sequence, predict their binding affinity value. This is MHC class II binding data. (1) The peptide sequence is ALSINELSNLAKGEK. The MHC is DRB1_1302 with pseudo-sequence DRB1_1302. The binding affinity (normalized) is 0.561. (2) The binding affinity (normalized) is 0.260. The peptide sequence is SKFMQEINIEEQEYQ. The MHC is DRB5_0101 with pseudo-sequence DRB5_0101. (3) The peptide sequence is VIDVKLVDANGTLHD. The MHC is DRB1_1001 with pseudo-sequence DRB1_1001. The binding affinity (normalized) is 0.232. (4) The peptide sequence is EKMFVSPTPGQRNPY. The MHC is DRB4_0101 with pseudo-sequence DRB4_0103. The binding affinity (normalized) is 0.571. (5) The peptide sequence is YDKFLANVSLVLTGK. The MHC is DRB1_1101 with pseudo-sequence DRB1_1101. The binding affinity (normalized) is 0.547. (6) The binding affinity (normalized) is 0.159. The peptide sequence is NMESASTEYTPIG. The MHC is HLA-DPA10301-DPB10402 with pseudo-sequence HLA-DPA10301-DPB10402. (7) The MHC is HLA-DQA10103-DQB10603 with pseudo-sequence HLA-DQA10103-DQB10603. The binding affinity (normalized) is 0. The peptide sequence is VKINDKCPSTGEAHL. (8) The peptide sequence is DKWLDAKSTWYGKPT. The MHC is HLA-DQA10501-DQB10301 with pseudo-sequence HLA-DQA10501-DQB10301. The binding affinity (normalized) is 0.222. (9) The peptide sequence is IDLTKIDRCFQLRGNG. The MHC is DRB1_1101 with pseudo-sequence DRB1_1101. The binding affinity (normalized) is 0.472. (10) The peptide sequence is TINAVASRKASNTIL. The MHC is DRB1_0901 with pseudo-sequence DRB1_0901. The binding affinity (normalized) is 0.522.